Task: Predict which catalyst facilitates the given reaction.. Dataset: Catalyst prediction with 721,799 reactions and 888 catalyst types from USPTO (1) Reactant: [C:1]([C:3]1[CH:4]=[CH:5][C:6]([N:9]2[CH:14]3[CH2:15][CH2:16][CH:10]2[CH2:11][N:12]([C:17]([O:19][C:20]([CH3:23])([CH3:22])[CH3:21])=[O:18])[CH2:13]3)=[N:7][CH:8]=1)#[N:2].Cl.[NH2:25][OH:26].C(=O)([O-])[O-].[Na+].[Na+]. Product: [OH:26][NH:25][C:1]([C:3]1[CH:4]=[CH:5][C:6]([N:9]2[CH:10]3[CH2:16][CH2:15][CH:14]2[CH2:13][N:12]([C:17]([O:19][C:20]([CH3:23])([CH3:22])[CH3:21])=[O:18])[CH2:11]3)=[N:7][CH:8]=1)=[NH:2]. The catalyst class is: 40. (2) Reactant: [NH2:1][C:2]1[CH:10]=[CH:9][CH:8]=[C:7]2[C:3]=1[C:4]([CH2:19][CH2:20][C:21]([O:23]CC)=O)=[CH:5][N:6]2[CH2:11][C:12]([O:14][C:15]([CH3:18])([CH3:17])[CH3:16])=[O:13].O.C1(C)C=CC(S(O)(=O)=O)=CC=1. Product: [O:23]=[C:21]1[NH:1][C:2]2[C:3]3[C:4](=[CH:5][N:6]([CH2:11][C:12]([O:14][C:15]([CH3:17])([CH3:18])[CH3:16])=[O:13])[C:7]=3[CH:8]=[CH:9][CH:10]=2)[CH2:19][CH2:20]1. The catalyst class is: 11. (3) Reactant: ClC1C=CC=C(C(OO)=[O:9])C=1.ClCCl.[CH3:15][C:16]1[CH:17]=[C:18]2[C:23](=[CH:24][CH:25]=1)[N:22]=[CH:21][CH:20]=[CH:19]2. Product: [CH3:15][C:16]1[CH:17]=[C:18]2[C:23](=[CH:24][CH:25]=1)[N+:22]([O-:9])=[CH:21][CH:20]=[CH:19]2. The catalyst class is: 22. (4) Product: [CH2:15]([O:14][C:12]([C:11]1[C:2]2[CH2:3][CH2:4][CH2:5][C:1]=2[NH:23][N:22]=1)=[O:13])[CH3:16]. The catalyst class is: 40. Reactant: [C:1]1(=O)[CH2:5][CH2:4][CH2:3][CH2:2]1.[O-]CC.[Na+].[C:11](OCC)(=O)[C:12]([O:14][CH2:15][CH3:16])=[O:13].Cl.[NH2:22][NH2:23]. (5) Reactant: [BH4-].[Na+].[CH3:3][C:4]1[NH:8][N:7]=[C:6]([NH:9][C:10]2[C:19]3[C:14](=[CH:15][CH:16]=[CH:17][CH:18]=3)[C:13](=[O:20])[N:12]([CH2:21][C:22](=[O:29])[C:23]3[CH:28]=[CH:27][CH:26]=[CH:25][CH:24]=3)[N:11]=2)[CH:5]=1. Product: [OH:29][CH:22]([C:23]1[CH:24]=[CH:25][CH:26]=[CH:27][CH:28]=1)[CH2:21][N:12]1[N:11]=[C:10]([NH:9][C:6]2[CH:5]=[C:4]([CH3:3])[NH:8][N:7]=2)[C:19]2[C:14](=[CH:15][CH:16]=[CH:17][CH:18]=2)[C:13]1=[O:20]. The catalyst class is: 1.